From a dataset of Peptide-MHC class I binding affinity with 185,985 pairs from IEDB/IMGT. Regression. Given a peptide amino acid sequence and an MHC pseudo amino acid sequence, predict their binding affinity value. This is MHC class I binding data. (1) The peptide sequence is TTINFTRQR. The MHC is HLA-A68:01 with pseudo-sequence HLA-A68:01. The binding affinity (normalized) is 0.825. (2) The peptide sequence is RPRRASSPF. The MHC is HLA-B35:01 with pseudo-sequence HLA-B35:01. The binding affinity (normalized) is 0.692. (3) The MHC is HLA-B07:02 with pseudo-sequence HLA-B07:02. The peptide sequence is SRTPSGKRL. The binding affinity (normalized) is 0.0847. (4) The peptide sequence is TARPKRWLL. The MHC is HLA-A68:02 with pseudo-sequence HLA-A68:02. The binding affinity (normalized) is 0.0924. (5) The peptide sequence is FTARIIIFS. The MHC is HLA-A02:19 with pseudo-sequence HLA-A02:19. The binding affinity (normalized) is 0.0847. (6) The peptide sequence is SVIDHIHYM. The MHC is HLA-B48:01 with pseudo-sequence HLA-B48:01. The binding affinity (normalized) is 0.0847. (7) The MHC is HLA-A02:01 with pseudo-sequence HLA-A02:01. The peptide sequence is KYQSPVNIF. The binding affinity (normalized) is 0.0847. (8) The peptide sequence is RILTIPQSL. The MHC is HLA-A02:03 with pseudo-sequence HLA-A02:03. The binding affinity (normalized) is 0.151.